From a dataset of Forward reaction prediction with 1.9M reactions from USPTO patents (1976-2016). Predict the product of the given reaction. (1) Given the reactants [OH:1][C@H:2]1[CH2:26][CH2:25][C@@:24]2([CH3:27])[C@@H:4]([C:5](=[O:29])[O:6][C:7]3[C@H:8]4[C@:20]([CH3:28])([CH2:21][CH2:22][C:23]=32)[C@@H:11]([C@H:12]([CH3:19])[CH2:13][CH2:14][CH2:15][CH:16]([CH3:18])[CH3:17])[CH2:10][CH2:9]4)[CH2:3]1.N1C=CN=C1.Cl[Si:36]([CH2:41][CH3:42])([CH2:39][CH3:40])[CH2:37][CH3:38].[Cl-].[NH4+], predict the reaction product. The product is: [CH2:37]([Si:36]([CH2:41][CH3:42])([CH2:39][CH3:40])[O:1][C@H:2]1[CH2:26][CH2:25][C@@:24]2([CH3:27])[C@@H:4]([C:5](=[O:29])[O:6][C:7]3[C@H:8]4[C@:20]([CH3:28])([CH2:21][CH2:22][C:23]=32)[C@@H:11]([C@H:12]([CH3:19])[CH2:13][CH2:14][CH2:15][CH:16]([CH3:18])[CH3:17])[CH2:10][CH2:9]4)[CH2:3]1)[CH3:38]. (2) Given the reactants [F:1][C:2]1[CH:7]=[CH:6][C:5]([C@H:8]([NH:10][C:11]([NH:13][C:14]2[N:19]=[CH:18][C:17]3[C:20]([NH:42][CH3:43])=[N:21][N:22](C(C4C=CC=CC=4)(C4C=CC=CC=4)C4C=CC=CC=4)[C:16]=3[CH:15]=2)=[O:12])[CH3:9])=[CH:4][CH:3]=1.C([SiH](CC)CC)C, predict the reaction product. The product is: [F:1][C:2]1[CH:7]=[CH:6][C:5]([C@H:8]([NH:10][C:11]([NH:13][C:14]2[N:19]=[CH:18][C:17]3[C:20]([NH:42][CH3:43])=[N:21][NH:22][C:16]=3[CH:15]=2)=[O:12])[CH3:9])=[CH:4][CH:3]=1. (3) Given the reactants [NH:1]1[C:5]([N:6]([C:15]([O:17]CC(Cl)(Cl)Cl)=O)C(OCC(Cl)(Cl)Cl)=O)=[CH:4][CH:3]=[N:2]1.[C:23]1([C:29]2[N:33]=[C:32]([N:34]3[CH2:39][CH2:38][NH:37][CH2:36][CH2:35]3)[S:31][N:30]=2)[CH:28]=[CH:27][CH:26]=[CH:25][CH:24]=1.C(N(C(C)C)CC)(C)C.O, predict the reaction product. The product is: [C:23]1([C:29]2[N:33]=[C:32]([N:34]3[CH2:39][CH2:38][N:37]([C:15]([NH:6][C:5]4[CH:4]=[CH:3][NH:2][N:1]=4)=[O:17])[CH2:36][CH2:35]3)[S:31][N:30]=2)[CH:24]=[CH:25][CH:26]=[CH:27][CH:28]=1. (4) Given the reactants Cl[C:2]1[N:3]=[CH:4][CH:5]=[C:6]2[C:11](=[O:12])[C:10]([C:13]3[CH:18]=[CH:17][C:16]([C:19]4([NH:23][C:24](=[O:30])[O:25][C:26]([CH3:29])([CH3:28])[CH3:27])[CH2:22][CH2:21][CH2:20]4)=[CH:15][CH:14]=3)=[C:9]([C:31]3[CH:36]=[CH:35][CH:34]=[CH:33][CH:32]=3)[O:8][C:7]=12.C(=O)([O-])[O-].[Na+].[Na+].[CH2:43]([N:47]1[CH:51]=[C:50](B2OC(C)(C)C(C)(C)O2)[CH:49]=[N:48]1)[CH:44]([CH3:46])[CH3:45], predict the reaction product. The product is: [CH2:43]([N:47]1[CH:51]=[C:50]([C:2]2[N:3]=[CH:4][CH:5]=[C:6]3[C:11](=[O:12])[C:10]([C:13]4[CH:14]=[CH:15][C:16]([C:19]5([NH:23][C:24](=[O:30])[O:25][C:26]([CH3:27])([CH3:28])[CH3:29])[CH2:20][CH2:21][CH2:22]5)=[CH:17][CH:18]=4)=[C:9]([C:31]4[CH:36]=[CH:35][CH:34]=[CH:33][CH:32]=4)[O:8][C:7]=23)[CH:49]=[N:48]1)[CH:44]([CH3:46])[CH3:45]. (5) The product is: [N:15]1[CH:14]=[N:13][N:11]2[CH:12]=[C:7]([C:6]3[N:5]([C:16]4[CH:17]=[C:18]([CH3:22])[CH:19]=[CH:20][CH:21]=4)[C:4](=[O:23])[N:3]([CH2:36][C:37]4[CH:45]=[CH:44][C:40]5=[N:41][S:42][N:43]=[C:39]5[CH:38]=4)[C:2]=3[CH3:1])[CH:8]=[CH:9][C:10]=12. Given the reactants [CH3:1][C:2]1[NH:3][C:4](=[O:23])[N:5]([C:16]2[CH:17]=[C:18]([CH3:22])[CH:19]=[CH:20][CH:21]=2)[C:6]=1[C:7]1[CH:8]=[CH:9][C:10]2[N:11]([N:13]=[CH:14][N:15]=2)[CH:12]=1.CN(C)C=O.CC(C)([O-])C.[K+].Br[CH2:36][C:37]1[CH:45]=[CH:44][C:40]2=[N:41][S:42][N:43]=[C:39]2[CH:38]=1, predict the reaction product. (6) Given the reactants [CH2:1]([O:3][C:4](=[O:20])[CH2:5][C:6]1[N:7]2[CH:19]=[CH:18][CH:17]=[CH:16][C:8]2=[C:9]2[C:14]=1[CH2:13][CH2:12][CH:11]([OH:15])[CH2:10]2)[CH3:2].[CH3:21][S:22](Cl)(=[O:24])=[O:23], predict the reaction product. The product is: [CH2:1]([O:3][C:4](=[O:20])[CH2:5][C:6]1[N:7]2[CH:19]=[CH:18][CH:17]=[CH:16][C:8]2=[C:9]2[C:14]=1[CH2:13][CH2:12][CH:11]([O:15][S:22]([CH3:21])(=[O:24])=[O:23])[CH2:10]2)[CH3:2]. (7) Given the reactants Cl[C:2]1[CH:7]=[C:6]([C:8]2[C:9]([C:17]3[S:18][C:19]([Cl:22])=[CH:20][CH:21]=3)=[N:10][N:11]([CH:13]([CH2:15][CH3:16])[CH3:14])[CH:12]=2)[CH:5]=[CH:4][N:3]=1.[BrH:23].C(=O)([O-])[O-].[K+].[K+], predict the reaction product. The product is: [Br:23][C:2]1[CH:7]=[C:6]([C:8]2[C:9]([C:17]3[S:18][C:19]([Cl:22])=[CH:20][CH:21]=3)=[N:10][N:11]([CH:13]([CH2:15][CH3:16])[CH3:14])[CH:12]=2)[CH:5]=[CH:4][N:3]=1.